This data is from Retrosynthesis with 50K atom-mapped reactions and 10 reaction types from USPTO. The task is: Predict the reactants needed to synthesize the given product. (1) Given the product COC(=O)c1ccc(COCc2ccc(-c3ccccc3)o2)cc1-c1ccccc1C, predict the reactants needed to synthesize it. The reactants are: COC(=O)c1ccc(CCl)cc1-c1ccccc1C.OCc1ccc(-c2ccccc2)o1. (2) Given the product CC(C)(C)OC(=O)Cn1c(CCCO)cc2ncccc21, predict the reactants needed to synthesize it. The reactants are: CC(C)(C)OC(=O)Cn1c(CCCO[Si](C)(C)C(C)(C)C)cc2ncccc21. (3) Given the product C#CCOc1ccc(NCc2cccc([N+](=O)[O-])c2)c(C(=O)c2ccc(C(C)C)cc2)c1, predict the reactants needed to synthesize it. The reactants are: C#CCOc1ccc(N)c(C(=O)c2ccc(C(C)C)cc2)c1.O=[N+]([O-])c1cccc(CBr)c1. (4) Given the product Oc1cc(O)c(C=NNc2c(Cl)cc(C(F)(F)F)cc2Cl)c(O)c1, predict the reactants needed to synthesize it. The reactants are: NNc1c(Cl)cc(C(F)(F)F)cc1Cl.O=Cc1c(O)cc(O)cc1O. (5) The reactants are: Cc1ccc(C(=O)O)cc1.Nc1ccccc1. Given the product Cc1ccc(C(=O)Nc2ccccc2)cc1, predict the reactants needed to synthesize it. (6) Given the product CO[C@@]1(c2ccc(-c3ccccc3)cc2)C[C@H]2C(=O)N[C@]3(C(=O)NS(=O)(=O)C4CC4)C[C@H]3C=CCCCCC[C@H](NC(=O)OC(C)(C)C)C(=O)N2C1, predict the reactants needed to synthesize it. The reactants are: CO[C@@]1(c2ccc(-c3ccccc3)cc2)C[C@H]2C(=O)N[C@]3(C(=O)O)C[C@H]3C=CCCCCC[C@H](NC(=O)OC(C)(C)C)C(=O)N2C1.NS(=O)(=O)C1CC1. (7) Given the product CCOc1ccc(-c2ccc(O)c(F)c2F)c(F)c1F, predict the reactants needed to synthesize it. The reactants are: CCOc1ccc(B(O)O)c(F)c1F.Oc1ccc(Br)c(F)c1F. (8) Given the product CC1(C)Oc2cc(N(S(C)(=O)=O)S(C)(=O)=O)ccc2N(c2ccc(F)cc2)C1=O, predict the reactants needed to synthesize it. The reactants are: CC1(C)Oc2cc(N(S(C)(=O)=O)S(C)(=O)=O)ccc2NC1=O.Fc1ccc(B2OB(c3ccc(F)cc3)OB(c3ccc(F)cc3)O2)cc1. (9) Given the product CC(C)Nc1nc(Nc2ccnc(C3(C#N)CC3)c2)nc(-c2cccc(C(F)(F)F)n2)n1, predict the reactants needed to synthesize it. The reactants are: CC(C)Nc1nc(N)nc(-c2cccc(C(F)(F)F)n2)n1.N#CC1(c2cc(Cl)ccn2)CC1.